Dataset: Forward reaction prediction with 1.9M reactions from USPTO patents (1976-2016). Task: Predict the product of the given reaction. The product is: [CH:32]([C:34]1[O:1][N:2]=[C:3]([N:5]2[CH2:10][CH2:9][CH:8]([C:11]3[CH:12]=[CH:13][C:14]([CH2:17][N:18]4[C:26]5[C:21](=[CH:22][C:23]([S:27]([CH3:30])(=[O:29])=[O:28])=[CH:24][CH:25]=5)[CH:20]=[CH:19]4)=[N:15][CH:16]=3)[CH2:7][CH2:6]2)[N:4]=1)([CH3:33])[CH3:31]. Given the reactants [OH:1][NH:2][C:3]([N:5]1[CH2:10][CH2:9][CH:8]([C:11]2[CH:12]=[CH:13][C:14]([CH2:17][N:18]3[C:26]4[C:21](=[CH:22][C:23]([S:27]([CH3:30])(=[O:29])=[O:28])=[CH:24][CH:25]=4)[CH:20]=[CH:19]3)=[N:15][CH:16]=2)[CH2:7][CH2:6]1)=[NH:4].[C:31](O)(=O)[CH:32]([CH3:34])[CH3:33].O.ON1C2C=CC=CC=2N=N1.C(N(CC)C(C)C)(C)C.Cl.CN(C)CCCN=C=NCC.C(=O)([O-])O.[Na+], predict the reaction product.